From a dataset of Full USPTO retrosynthesis dataset with 1.9M reactions from patents (1976-2016). Predict the reactants needed to synthesize the given product. Given the product [NH2:16][C:4]1[CH:3]=[C:2]([Cl:1])[CH:7]=[CH:6][C:5]=1[NH:8][C:9](=[O:15])[O:10][C:11]([CH3:13])([CH3:12])[CH3:14], predict the reactants needed to synthesize it. The reactants are: [Cl:1][C:2]1[CH:7]=[CH:6][C:5]([NH:8][C:9](=[O:15])[O:10][C:11]([CH3:14])([CH3:13])[CH3:12])=[C:4]([N+:16]([O-])=O)[CH:3]=1.